From a dataset of Forward reaction prediction with 1.9M reactions from USPTO patents (1976-2016). Predict the product of the given reaction. (1) Given the reactants [CH3:1][C:2]1[C:11]2[C:6](=[C:7]([CH3:12])[CH:8]=[CH:9][CH:10]=2)[CH:5]=[CH:4][CH:3]=1.[CH2:13]=[O:14].S(=O)(=O)(O)O.C(C1C=CC=CC=1)C, predict the reaction product. The product is: [CH3:12][C:7]1([CH:13]=[O:14])[C:6]2[C:11](=[C:2]([CH3:1])[CH:3]=[CH:4][CH:5]=2)[CH:10]=[CH:9][CH2:8]1. (2) Given the reactants [O:1]1[C:5]2[CH:6]=[CH:7][CH:8]=[CH:9][C:4]=2[N:3]=[C:2]1[N:10]1[CH2:14][CH2:13][CH2:12][C@H:11]1[C:15]([OH:17])=O.[F:18][C:19]1[CH:24]=[CH:23][C:22]([C:25]2[N:26]=[C:27]([NH2:33])[S:28][C:29]=2[CH2:30][CH2:31][CH3:32])=[CH:21][CH:20]=1.CN(C(ON1N=NC2C=CC=NC1=2)=[N+](C)C)C.F[P-](F)(F)(F)(F)F.CCN(C(C)C)C(C)C, predict the reaction product. The product is: [F:18][C:19]1[CH:20]=[CH:21][C:22]([C:25]2[N:26]=[C:27]([NH:33][C:15]([C@@H:11]3[CH2:12][CH2:13][CH2:14][N:10]3[C:2]3[O:1][C:5]4[CH:6]=[CH:7][CH:8]=[CH:9][C:4]=4[N:3]=3)=[O:17])[S:28][C:29]=2[CH2:30][CH2:31][CH3:32])=[CH:23][CH:24]=1. (3) Given the reactants [Cl:1][C:2]1[CH:7]=[CH:6][C:5]([CH:8]2[C:14]3[CH:15]=[CH:16][CH:17]=[CH:18][C:13]=3[NH:12][C:11](=[O:19])[CH2:10][CH2:9]2)=[CH:4][CH:3]=1.BrBr, predict the reaction product. The product is: [Cl:1][C:2]1[CH:3]=[CH:4][C:5]([C:8]2[C:14]3[CH:15]=[CH:16][CH:17]=[CH:18][C:13]=3[NH:12][C:11](=[O:19])[CH2:10][CH:9]=2)=[CH:6][CH:7]=1. (4) Given the reactants [F:1][C:2]1[CH:3]=[C:4]2[C:8](=[CH:9][CH:10]=1)[NH:7][C:6](=[O:11])[C:5]2=[N:12][N:13]=[CH:14][C:15]1[CH:33]=[CH:32][C:18]([C:19]([NH:21][CH2:22][CH2:23][CH2:24][CH2:25][CH2:26][CH2:27][CH2:28][C:29](O)=[O:30])=[O:20])=[CH:17][CH:16]=1.Cl.C(N=C=NCCCN(C)C)C.O[C:47]1[C:55]2[N:54]=N[NH:52][C:51]=2[CH:50]=[CH:49][CH:48]=1.C(N(CC)CC)C.C1(N)C=CC=CC=1N, predict the reaction product. The product is: [F:1][C:2]1[CH:3]=[C:4]2[C:8](=[CH:9][CH:10]=1)[NH:7][C:6](=[O:11])[C:5]2=[N:12][N:13]=[CH:14][C:15]1[CH:16]=[CH:17][C:18]([C:19]([NH:21][CH2:22][CH2:23][CH2:24][CH2:25][CH2:26][CH2:27][CH2:28][C:29]([NH:52][C:51]2[CH:50]=[CH:49][CH:48]=[CH:47][C:55]=2[NH2:54])=[O:30])=[O:20])=[CH:32][CH:33]=1. (5) Given the reactants [Br:1][C:2]1[CH:7]=[CH:6][C:5]([C@H:8]([NH2:10])[CH3:9])=[CH:4][CH:3]=1.[CH3:11][N:12]=[C:13]=[O:14], predict the reaction product. The product is: [Br:1][C:2]1[CH:7]=[CH:6][C:5]([C@H:8]([NH:10][C:13]([NH:12][CH3:11])=[O:14])[CH3:9])=[CH:4][CH:3]=1. (6) The product is: [C:19]([O:23][C:24]([N:26]1[CH2:31][CH2:30][CH:29]([CH:32]([OH:33])[CH:14]([CH3:13])[C:15](=[O:18])[CH2:16][CH3:17])[CH2:28][CH2:27]1)=[O:25])([CH3:22])([CH3:21])[CH3:20]. Given the reactants C(NC(C)C)(C)C.C([Li])CCC.[CH3:13][CH2:14][C:15](=[O:18])[CH2:16][CH3:17].[C:19]([O:23][C:24]([N:26]1[CH2:31][CH2:30][CH:29]([CH:32]=[O:33])[CH2:28][CH2:27]1)=[O:25])([CH3:22])([CH3:21])[CH3:20], predict the reaction product. (7) The product is: [CH2:1]([O:5][C:6]([N:8]1[CH2:13][CH2:12][N:11]([C:14](=[O:58])[C@@H:15]([NH:28][C:29]([C:31]2[CH:35]=[C:34]([O:36][CH2:37][C:38]([N:40]3[CH2:44][CH2:43][CH2:42][C@H:41]3[C:45](=[O:51])[NH:46][CH:47]3[CH2:48][CH2:49][CH2:50]3)=[O:39])[N:33]([C:52]3[CH:53]=[CH:54][CH:55]=[CH:56][CH:57]=3)[N:32]=2)=[O:30])[CH2:16][CH2:17][CH2:18][CH2:19][OH:20])[CH2:10][CH2:9]1)=[O:7])[CH2:2][CH2:3][CH3:4]. Given the reactants [CH2:1]([O:5][C:6]([N:8]1[CH2:13][CH2:12][N:11]([C:14](=[O:58])[C@@H:15]([NH:28][C:29]([C:31]2[CH:35]=[C:34]([O:36][CH2:37][C:38]([N:40]3[CH2:44][CH2:43][CH2:42][C@H:41]3[C:45](=[O:51])[NH:46][CH:47]3[CH2:50][CH2:49][CH2:48]3)=[O:39])[N:33]([C:52]3[CH:57]=[CH:56][CH:55]=[CH:54][CH:53]=3)[N:32]=2)=[O:30])[CH2:16][CH2:17][CH2:18][CH2:19][O:20]CC2C=CC=CC=2)[CH2:10][CH2:9]1)=[O:7])[CH2:2][CH2:3][CH3:4].C(OCC1C=CC=CC=1)C1C=CC=CC=1, predict the reaction product.